Dataset: Full USPTO retrosynthesis dataset with 1.9M reactions from patents (1976-2016). Task: Predict the reactants needed to synthesize the given product. (1) Given the product [Cl:1][C:2]1[C:7]([N+:8]([O-:10])=[O:9])=[CH:6][CH:5]=[C:4]([Cl:11])[C:3]=1[S:12]([N:16]1[CH2:21][CH2:20][S:19][CH2:18][CH2:17]1)(=[O:14])=[O:13], predict the reactants needed to synthesize it. The reactants are: [Cl:1][C:2]1[C:7]([N+:8]([O-:10])=[O:9])=[CH:6][CH:5]=[C:4]([Cl:11])[C:3]=1[S:12](Cl)(=[O:14])=[O:13].[NH:16]1[CH2:21][CH2:20][S:19][CH2:18][CH2:17]1.C(N(CC)CC)C. (2) Given the product [F:1][C:2]1[CH:3]=[C:4]([CH:9]2[C:10]3[CH:15]=[N:16][NH:20][C:11]=3[CH2:12][CH2:13]2)[CH:5]=[CH:6][C:7]=1[F:8], predict the reactants needed to synthesize it. The reactants are: [F:1][C:2]1[CH:3]=[C:4]([CH:9]2[CH2:13][CH2:12][C:11](=O)/[C:10]/2=[CH:15]\[N:16](C)C)[CH:5]=[CH:6][C:7]=1[F:8].O.[NH2:20]N. (3) Given the product [CH3:1][C:2]1([CH3:14])[C:6]([CH3:7])([CH3:8])[O:5][B:4]([C:9]2[CH:13]=[N:12][N:11]([CH2:16][CH2:17][C:18]#[N:19])[CH:10]=2)[O:3]1, predict the reactants needed to synthesize it. The reactants are: [CH3:1][C:2]1([CH3:14])[C:6]([CH3:8])([CH3:7])[O:5][B:4]([C:9]2[CH:10]=[N:11][NH:12][CH:13]=2)[O:3]1.Br[CH2:16][CH2:17][C:18]#[N:19].C(=O)([O-])[O-].[Cs+].[Cs+]. (4) Given the product [F:5][C:6]1[CH:11]=[C:10]([F:12])[CH:9]=[CH:8][C:7]=1[C@:13]1([CH2:32][I:33])[O:17][CH2:16][C@@H:15]([C:18]([OH:19])=[O:35])[CH2:14]1, predict the reactants needed to synthesize it. The reactants are: [OH-].[Na+].OO.[F:5][C:6]1[CH:11]=[C:10]([F:12])[CH:9]=[CH:8][C:7]=1[C@:13]1([CH2:32][I:33])[O:17][CH2:16][C@@H:15]([C:18](N2[C@H](C3C=CC=CC=3)COC2=O)=[O:19])[CH2:14]1.S([O-])([O-])=[O:35].[Na+].[Na+]. (5) Given the product [NH2:25][C:22]1[CH:23]=[CH:24][C:15]2[C:10]3[C:9](=[CH:14][CH:13]=[CH:12][CH:11]=3)[O:19][C:17](=[O:18])[C:16]=2[CH:21]=1, predict the reactants needed to synthesize it. The reactants are: C(O[C:9]1[CH:14]=[CH:13][CH:12]=[CH:11][C:10]=1[C:15]1[CH:24]=[CH:23][C:22]([N+:25]([O-])=O)=[CH:21][C:16]=1[C:17]([O:19]C)=[O:18])C1C=CC=CC=1. (6) Given the product [Cl:1][C:2]1[N:7]=[N:6][C:5]([CH2:8][OH:9])=[CH:4][CH:3]=1, predict the reactants needed to synthesize it. The reactants are: [Cl:1][C:2]1[N:7]=[N:6][C:5]([CH:8]=[O:9])=[CH:4][CH:3]=1.[BH4-].[Na+]. (7) Given the product [CH3:34][C:6]1[CH:5]=[C:4]([CH:9]=[CH:8][C:7]=1[CH2:10][O:11][C:12]1[CH:17]=[C:16]([CH3:18])[C:15]([CH3:19])=[CH:14][C:13]=1[N:20]([CH2:30][CH:31]([CH3:33])[CH3:32])[S:21]([C:24]1[O:25][C:26]([CH3:29])=[CH:27][CH:28]=1)(=[O:23])=[O:22])[C:3]([OH:35])=[O:2], predict the reactants needed to synthesize it. The reactants are: C[O:2][C:3](=[O:35])[C:4]1[CH:9]=[CH:8][C:7]([CH2:10][O:11][C:12]2[CH:17]=[C:16]([CH3:18])[C:15]([CH3:19])=[CH:14][C:13]=2[N:20]([CH2:30][CH:31]([CH3:33])[CH3:32])[S:21]([C:24]2[O:25][C:26]([CH3:29])=[CH:27][CH:28]=2)(=[O:23])=[O:22])=[C:6]([CH3:34])[CH:5]=1.Cl.C(OCC)(=O)C.O. (8) Given the product [C:13]([O:16][C:17](=[O:18])[NH:6][C:5]1[CH:7]=[CH:8][C:2]([F:1])=[CH:3][C:4]=1[N+:9]([O-:11])=[O:10])([CH3:15])([CH3:14])[CH3:12], predict the reactants needed to synthesize it. The reactants are: [F:1][C:2]1[CH:8]=[CH:7][C:5]([NH2:6])=[C:4]([N+:9]([O-:11])=[O:10])[CH:3]=1.[CH3:12][C:13]([O:16][C:17](O[C:17]([O:16][C:13]([CH3:15])([CH3:14])[CH3:12])=[O:18])=[O:18])([CH3:15])[CH3:14].C(O)(C(F)(F)F)=O.